From a dataset of Peptide-MHC class I binding affinity with 185,985 pairs from IEDB/IMGT. Regression. Given a peptide amino acid sequence and an MHC pseudo amino acid sequence, predict their binding affinity value. This is MHC class I binding data. (1) The peptide sequence is GTSVIRSNI. The MHC is HLA-A02:06 with pseudo-sequence HLA-A02:06. The binding affinity (normalized) is 0.317. (2) The peptide sequence is KKGGDVINY. The MHC is HLA-A68:02 with pseudo-sequence HLA-A68:02. The binding affinity (normalized) is 0. (3) The peptide sequence is EVVGSYIRY. The MHC is HLA-A29:02 with pseudo-sequence HLA-A29:02. The binding affinity (normalized) is 0.0847. (4) The peptide sequence is DQLWKGPGEL. The MHC is Mamu-A07 with pseudo-sequence Mamu-A07. The binding affinity (normalized) is 0. (5) The peptide sequence is VTRGAVLTY. The MHC is HLA-A01:01 with pseudo-sequence HLA-A01:01. The binding affinity (normalized) is 0.253.